The task is: Predict the product of the given reaction.. This data is from Forward reaction prediction with 1.9M reactions from USPTO patents (1976-2016). (1) Given the reactants [CH3:1][C:2]1([CH3:16])[C:6]([CH3:8])([CH3:7])[O:5][B:4]([C:9]2[CH:10]=[CH:11][C:12]([NH2:15])=[N:13][CH:14]=2)[O:3]1.[F:17][C:18]([F:29])([F:28])[C:19]1[CH:20]=[C:21]([N:25]=[C:26]=[O:27])[CH:22]=[CH:23][CH:24]=1, predict the reaction product. The product is: [CH3:8][C:6]1([CH3:7])[C:2]([CH3:16])([CH3:1])[O:3][B:4]([C:9]2[CH:10]=[CH:11][C:12]([NH:15][C:26]([NH:25][C:21]3[CH:22]=[CH:23][CH:24]=[C:19]([C:18]([F:17])([F:28])[F:29])[CH:20]=3)=[O:27])=[N:13][CH:14]=2)[O:5]1. (2) Given the reactants [Cl:1][C:2]1[CH:10]=[CH:9][C:5]([C@H:6]2[O:8][CH2:7]2)=[CH:4][CH:3]=1.[CH3:11][NH:12][CH2:13][CH2:14][OH:15], predict the reaction product. The product is: [ClH:1].[Cl:1][C:2]1[CH:10]=[CH:9][C:5]([C@@H:6]([OH:8])[CH2:7][N:12]([CH2:13][CH2:14][OH:15])[CH3:11])=[CH:4][CH:3]=1. (3) Given the reactants I[C:2]1[C:7]([Br:8])=[CH:6][C:5]([Br:9])=[CH:4][N:3]=1.[F-].[K+].[F:12][C:13]([Si](C)(C)C)([F:15])[F:14].N, predict the reaction product. The product is: [Br:8][C:7]1[C:2]([C:13]([F:15])([F:14])[F:12])=[N:3][CH:4]=[C:5]([Br:9])[CH:6]=1. (4) Given the reactants [CH:1]1([C:4]2[N:5]=[C:6]3[C:12]([C:13]([OH:15])=O)=[CH:11][N:10]([CH2:16][O:17][CH2:18][CH2:19][Si:20]([CH3:23])([CH3:22])[CH3:21])[C:7]3=[N:8][CH:9]=2)[CH2:3][CH2:2]1.Cl.[NH2:25][C@H:26]([C:34]([CH3:37])([CH3:36])[CH3:35])[C:27]([N:29]1[CH2:33][CH2:32][CH2:31][CH2:30]1)=[O:28].C1C=CC2N(O)N=NC=2C=1.C(Cl)CCl.C(N(CC)C(C)C)(C)C, predict the reaction product. The product is: [CH:1]1([C:4]2[N:5]=[C:6]3[C:12]([C:13]([NH:25][C@H:26]([C:34]([CH3:37])([CH3:36])[CH3:35])[C:27](=[O:28])[N:29]4[CH2:30][CH2:31][CH2:32][CH2:33]4)=[O:15])=[CH:11][N:10]([CH2:16][O:17][CH2:18][CH2:19][Si:20]([CH3:21])([CH3:22])[CH3:23])[C:7]3=[N:8][CH:9]=2)[CH2:2][CH2:3]1.